The task is: Predict the reactants needed to synthesize the given product.. This data is from Full USPTO retrosynthesis dataset with 1.9M reactions from patents (1976-2016). (1) Given the product [F:23][C:2]([F:22])([F:1])[C:3]1[CH:4]=[C:5]([C:9]2[N:18]=[C:17]([C:19]([N:30]3[CH2:29][CH2:28][C:27]4[C:32](=[CH:33][CH:34]=[C:35]([O:36][CH3:37])[C:26]=4[OH:25])[CH2:31]3)=[O:21])[C:16]3[C:11](=[CH:12][CH:13]=[CH:14][CH:15]=3)[N:10]=2)[CH:6]=[CH:7][CH:8]=1, predict the reactants needed to synthesize it. The reactants are: [F:1][C:2]([F:23])([F:22])[C:3]1[CH:4]=[C:5]([C:9]2[N:18]=[C:17]([C:19]([OH:21])=O)[C:16]3[C:11](=[CH:12][CH:13]=[CH:14][CH:15]=3)[N:10]=2)[CH:6]=[CH:7][CH:8]=1.Cl.[OH:25][C:26]1[C:35]([O:36][CH3:37])=[CH:34][CH:33]=[C:32]2[C:27]=1[CH2:28][CH2:29][NH:30][CH2:31]2. (2) Given the product [CH:17]1([C:2]2[CH:3]=[C:4]([CH:10]=[CH:11][C:12]=2[C:13]([F:14])([F:15])[F:16])[C:5]([OH:7])=[O:6])[CH2:19][CH2:18]1, predict the reactants needed to synthesize it. The reactants are: Cl[C:2]1[CH:3]=[C:4]([CH:10]=[CH:11][C:12]=1[C:13]([F:16])([F:15])[F:14])[C:5]([O:7]CC)=[O:6].[CH:17]1([B-](F)(F)F)[CH2:19][CH2:18]1.[K+].ClC(Cl)CCCCCPC1C=CC=CC=1C1C(C(C)C)=CC(C(C)C)=CC=1C(C)C.C(=O)([O-])[O-].[K+].[K+].[OH-].[Na+].Cl. (3) Given the product [CH:1]1([C:6]([O:8][CH2:21][C:18]2[CH:19]=[CH:20][CH:15]=[CH:16][CH:17]=2)=[O:7])[CH2:5][CH:4]=[CH:3][CH2:2]1, predict the reactants needed to synthesize it. The reactants are: [CH:1]1([C:6]([OH:8])=[O:7])[CH2:5][CH:4]=[CH:3][CH2:2]1.C([O-])([O-])=O.[K+].[K+].[CH:15]1[CH:20]=[CH:19][C:18]([CH2:21]Br)=[CH:17][CH:16]=1. (4) Given the product [NH:1]1[C:9]2[C:4](=[CH:5][CH:6]=[CH:7][CH:8]=2)[C:3]([CH2:10][C@H:11]([NH:13][CH2:34][C:33]([F:44])([F:43])[CH2:32][O:31][Si:14]([C:27]([CH3:29])([CH3:28])[CH3:30])([C:15]2[CH:20]=[CH:19][CH:18]=[CH:17][CH:16]=2)[C:21]2[CH:26]=[CH:25][CH:24]=[CH:23][CH:22]=2)[CH3:12])=[CH:2]1, predict the reactants needed to synthesize it. The reactants are: [NH:1]1[C:9]2[C:4](=[CH:5][CH:6]=[CH:7][CH:8]=2)[C:3]([CH2:10][C@H:11]([NH2:13])[CH3:12])=[CH:2]1.[Si:14]([O:31][CH2:32][C:33]([F:44])([F:43])[CH2:34]OS(C(F)(F)F)(=O)=O)([C:27]([CH3:30])([CH3:29])[CH3:28])([C:21]1[CH:26]=[CH:25][CH:24]=[CH:23][CH:22]=1)[C:15]1[CH:20]=[CH:19][CH:18]=[CH:17][CH:16]=1.CCN(C(C)C)C(C)C. (5) Given the product [CH3:30][N:31]1[CH2:37][CH2:36][CH2:35][N:34]([C:2]2[N:7]=[CH:6][C:5]([C:8]3[N:9]4[N:16]=[C:15]([C:17]5[CH:22]=[CH:21][N:20]=[CH:19][CH:18]=5)[C:14]([C:23]5[CH:24]=[C:25]([OH:29])[CH:26]=[CH:27][CH:28]=5)=[C:10]4[N:11]=[N:12][CH:13]=3)=[CH:4][CH:3]=2)[CH2:33][CH2:32]1, predict the reactants needed to synthesize it. The reactants are: Br[C:2]1[N:7]=[CH:6][C:5]([C:8]2[N:9]3[N:16]=[C:15]([C:17]4[CH:22]=[CH:21][N:20]=[CH:19][CH:18]=4)[C:14]([C:23]4[CH:24]=[C:25]([OH:29])[CH:26]=[CH:27][CH:28]=4)=[C:10]3[N:11]=[N:12][CH:13]=2)=[CH:4][CH:3]=1.[CH3:30][N:31]1[CH2:37][CH2:36][CH2:35][NH:34][CH2:33][CH2:32]1.C(N(CC)C(C)C)(C)C. (6) Given the product [CH:23]1[C:24]2[N:12]([CH2:11][C:8]3[CH:9]=[CH:10][C:5]([CH2:4][C:3]([NH:27][OH:28])=[O:2])=[CH:6][CH:7]=3)[C:13]3[C:18](=[CH:17][CH:16]=[CH:15][CH:14]=3)[C:19]=2[CH:20]=[CH:21][CH:22]=1, predict the reactants needed to synthesize it. The reactants are: C[O:2][C:3](=O)[CH2:4][C:5]1[CH:10]=[CH:9][C:8]([CH2:11][N:12]2[C:24]3[CH:23]=[CH:22][CH:21]=[CH:20][C:19]=3[C:18]3[C:13]2=[CH:14][CH:15]=[CH:16][CH:17]=3)=[CH:7][CH:6]=1.Cl.[NH2:27][OH:28].C[O-].[Na+]. (7) Given the product [OH:1][CH2:2][C:3]1[CH:4]=[C:5]([CH2:6][NH:7][C:11](=[O:12])[O:13][C:14]([CH3:17])([CH3:16])[CH3:15])[CH:8]=[CH:9][CH:10]=1, predict the reactants needed to synthesize it. The reactants are: [OH:1][CH2:2][C:3]1[CH:4]=[C:5]([CH:8]=[CH:9][CH:10]=1)[C:6]#[N:7].[C:11](O[C:11]([O:13][C:14]([CH3:17])([CH3:16])[CH3:15])=[O:12])([O:13][C:14]([CH3:17])([CH3:16])[CH3:15])=[O:12].[BH4-].[Na+].